The task is: Predict which catalyst facilitates the given reaction.. This data is from Catalyst prediction with 721,799 reactions and 888 catalyst types from USPTO. (1) Reactant: [CH3:1][CH:2]([CH2:7][CH2:8][C:9](O)=O)[CH2:3][C:4](O)=O.[NH2:12][NH:13][C:14]([NH2:16])=[S:15].O.[OH-].[Na+]. Product: [CH3:1][CH:2]([CH2:7][CH2:8][C:9]1[S:15][C:14]([NH2:16])=[N:13][N:12]=1)[CH2:3][C:4]1[S:15][C:14]([NH2:16])=[N:13][N:12]=1. The catalyst class is: 265. (2) Reactant: [CH3:1][N:2]([CH3:15])[C:3]([C:5]1[NH:6][C:7]2[C:12]([CH:13]=1)=[CH:11][C:10]([Br:14])=[CH:9][CH:8]=2)=O.[H-].[Al+3].[Li+].[H-].[H-].[H-]. Product: [Br:14][C:10]1[CH:11]=[C:12]2[C:7](=[CH:8][CH:9]=1)[NH:6][C:5]([CH2:3][N:2]([CH3:15])[CH3:1])=[CH:13]2. The catalyst class is: 1.